From a dataset of Reaction yield outcomes from USPTO patents with 853,638 reactions. Predict the reaction yield, written as a fraction of the theoretical maximum amount of product (1.0 means a 100% yield; for example, 0.34 means a 34% yield). (1) The reactants are [CH3:1][O:2][C:3]1[CH:4]=[C:5]2[C:10](=[CH:11][C:12]=1[O:13][CH3:14])[N:9]=[CH:8][N:7]=[C:6]2[O:15][C:16]1[CH:22]=[CH:21][C:19]([NH2:20])=[C:18]([F:23])[CH:17]=1.ClC(Cl)(O[C:28](=[O:34])OC(Cl)(Cl)Cl)Cl.[CH2:36]([NH2:39])[CH2:37][CH3:38].CO. The catalyst is C(Cl)(Cl)Cl.C(N(CC)CC)C. The product is [CH3:1][O:2][C:3]1[CH:4]=[C:5]2[C:10](=[CH:11][C:12]=1[O:13][CH3:14])[N:9]=[CH:8][N:7]=[C:6]2[O:15][C:16]1[CH:22]=[CH:21][C:19]([NH:20][C:28]([NH:39][CH2:36][CH2:37][CH3:38])=[O:34])=[C:18]([F:23])[CH:17]=1. The yield is 0.140. (2) The reactants are [N+:1]([C:4]1[CH:9]=[CH:8][C:7]([OH:10])=[C:6]([F:11])[CH:5]=1)([O-])=O. The catalyst is CO.[Pd]. The product is [NH2:1][C:4]1[CH:9]=[CH:8][C:7]([OH:10])=[C:6]([F:11])[CH:5]=1. The yield is 0.870. (3) The reactants are [Br:1][C:2]1[CH:3]=[C:4]2[C:10](I)=[CH:9][N:8]([S:12]([C:15]3[CH:20]=[CH:19][C:18]([CH3:21])=[CH:17][CH:16]=3)(=[O:14])=[O:13])[C:5]2=[N:6][CH:7]=1.[CH3:22][NH:23][C:24]([C:26]1[CH:31]=[CH:30][C:29](B(O)O)=[CH:28][CH:27]=1)=[O:25].C([O-])([O-])=O.[Na+].[Na+].O. The catalyst is CC#N.Cl[Pd](Cl)([P](C1C=CC=CC=1)(C1C=CC=CC=1)C1C=CC=CC=1)[P](C1C=CC=CC=1)(C1C=CC=CC=1)C1C=CC=CC=1. The product is [Br:1][C:2]1[CH:3]=[C:4]2[C:10]([C:29]3[CH:30]=[CH:31][C:26]([C:24]([NH:23][CH3:22])=[O:25])=[CH:27][CH:28]=3)=[CH:9][N:8]([S:12]([C:15]3[CH:20]=[CH:19][C:18]([CH3:21])=[CH:17][CH:16]=3)(=[O:14])=[O:13])[C:5]2=[N:6][CH:7]=1. The yield is 1.21. (4) The reactants are [CH3:1][O:2][C:3]1[CH:11]=[CH:10][C:6]([C:7](O)=[O:8])=[C:5]([CH3:12])[CH:4]=1.[H-].[Al+3].[Li+].[H-].[H-].[H-]. The catalyst is O1CCCC1. The product is [CH3:1][O:2][C:3]1[CH:11]=[CH:10][C:6]([CH2:7][OH:8])=[C:5]([CH3:12])[CH:4]=1. The yield is 0.910.